From a dataset of Reaction yield outcomes from USPTO patents with 853,638 reactions. Predict the reaction yield, written as a fraction of the theoretical maximum amount of product (1.0 means a 100% yield; for example, 0.34 means a 34% yield). (1) The reactants are C([N:8]1[CH2:13][CH2:12][N:11]([CH2:14][CH2:15][C:16]2[CH:21]=[CH:20][N:19]=[C:18]([C:22]#[N:23])[CH:17]=2)[CH2:10][CH2:9]1)(OC(C)(C)C)=O.Cl.[OH-].[NH4+]. The catalyst is CO. The product is [C:22]([C:18]1[CH:17]=[C:16]([CH2:15][CH2:14][N:11]2[CH2:10][CH2:9][NH:8][CH2:13][CH2:12]2)[CH:21]=[CH:20][N:19]=1)#[N:23]. The yield is 0.690. (2) The product is [ClH:37].[CH2:29]([O:28][C:22]1[CH:21]=[C:20]([CH2:19][CH2:18][O:17][C@@H:12]2[CH2:13][CH2:14][CH2:15][CH2:16][C@H:11]2[N:7]2[CH2:8][CH2:9][C@@H:5]([OH:4])[CH2:6]2)[CH:25]=[CH:24][C:23]=1[O:26][CH3:27])[C:30]1[CH:31]=[CH:32][CH:33]=[CH:34][CH:35]=1. The yield is 0.890. The reactants are C([O:4][C@@H:5]1[CH2:9][C:8](=O)[N:7]([C@@H:11]2[CH2:16][CH2:15][CH2:14][CH2:13][C@H:12]2[O:17][CH2:18][CH2:19][C:20]2[CH:25]=[CH:24][C:23]([O:26][CH3:27])=[C:22]([O:28][CH2:29][C:30]3[CH:35]=[CH:34][CH:33]=[CH:32][CH:31]=3)[CH:21]=2)[C:6]1=O)(=O)C.[ClH:37]. The catalyst is C1COCC1. (3) The reactants are [C:1](OCC)(=O)CC(OCC)=O.[H-].[Na+].[H][H].Cl[C:17]1[CH:22]=[CH:21][C:20]([N+:23]([O-:25])=[O:24])=[CH:19][N:18]=1. The catalyst is C(OCC)C. The product is [CH3:1][C:17]1[CH:22]=[CH:21][C:20]([N+:23]([O-:25])=[O:24])=[CH:19][N:18]=1. The yield is 0.560. (4) The reactants are [Cl:1][C:2]1[CH:29]=[CH:28][C:5]2[N:6]3[C:10]([CH2:11][NH:12][CH2:13][C:4]=2[CH:3]=1)=[N:9][N:8]=[C:7]3[C@H:14]1[CH2:19][CH2:18][C@H:17]([O:20][C:21]2[CH:26]=[CH:25][C:24]([F:27])=[CH:23][N:22]=2)[CH2:16][CH2:15]1.C(=O)([O-])[O-].[K+].[K+].Br[CH2:37][CH2:38][F:39]. The catalyst is C(#N)C. The product is [Cl:1][C:2]1[CH:29]=[CH:28][C:5]2[N:6]3[C:10]([CH2:11][N:12]([CH2:37][CH2:38][F:39])[CH2:13][C:4]=2[CH:3]=1)=[N:9][N:8]=[C:7]3[C@H:14]1[CH2:19][CH2:18][C@H:17]([O:20][C:21]2[CH:26]=[CH:25][C:24]([F:27])=[CH:23][N:22]=2)[CH2:16][CH2:15]1. The yield is 0.150. (5) The reactants are [Cl:1][CH2:2][C:3]1[CH:10]=[C:9]([O:11]C)[CH:8]=[C:7]([O:13]C)[C:4]=1[CH:5]=[O:6].B(Br)(Br)Br. The catalyst is C(Cl)Cl. The product is [Cl:1][CH2:2][C:3]1[CH:10]=[C:9]([OH:11])[CH:8]=[C:7]([OH:13])[C:4]=1[CH:5]=[O:6]. The yield is 0.960. (6) The yield is 0.600. The reactants are [Cl-].O[NH3+:3].[C:4](=[O:7])([O-])[OH:5].[Na+].CS(C)=O.[CH2:13]([C:17]1[N:18]=[C:19]([CH3:49])[N:20]([C:40]2[CH:41]=[CH:42][C:43]3[O:47][CH2:46][CH2:45][C:44]=3[CH:48]=2)[C:21](=[O:39])[C:22]=1[CH2:23][C:24]1[CH:29]=[CH:28][C:27]([C:30]2[C:31]([C:36]#[N:37])=[CH:32][CH:33]=[CH:34][CH:35]=2)=[CH:26][C:25]=1[F:38])[CH2:14][CH2:15][CH3:16]. The product is [CH2:13]([C:17]1[N:18]=[C:19]([CH3:49])[N:20]([C:40]2[CH:41]=[CH:42][C:43]3[O:47][CH2:46][CH2:45][C:44]=3[CH:48]=2)[C:21](=[O:39])[C:22]=1[CH2:23][C:24]1[CH:29]=[CH:28][C:27]([C:30]2[CH:35]=[CH:34][CH:33]=[CH:32][C:31]=2[C:36]2[NH:3][C:4](=[O:7])[O:5][N:37]=2)=[CH:26][C:25]=1[F:38])[CH2:14][CH2:15][CH3:16]. The catalyst is O.C(OCC)(=O)C.